This data is from Reaction yield outcomes from USPTO patents with 853,638 reactions. The task is: Predict the reaction yield, written as a fraction of the theoretical maximum amount of product (1.0 means a 100% yield; for example, 0.34 means a 34% yield). (1) The reactants are Cl[C:2]1[N:7]=[C:6]([NH:8][CH:9]2[CH2:26][CH2:25][C:12]3([CH2:17][CH2:16][N:15]([C:18]([O:20][C:21]([CH3:24])([CH3:23])[CH3:22])=[O:19])[CH2:14][CH2:13]3)[CH2:11][CH2:10]2)[C:5]([Cl:27])=[CH:4][N:3]=1.Cl.[CH:29]1([C:32]2[NH:36][N:35]=[C:34]([NH2:37])[CH:33]=2)[CH2:31][CH2:30]1.C(=O)([O-])[O-].[Cs+].[Cs+].C1(P(C2C=CC=CC=2)C2C=CC3C(=CC=CC=3)C=2C2C3C(=CC=CC=3)C=CC=2P(C2C=CC=CC=2)C2C=CC=CC=2)C=CC=CC=1. The catalyst is O1CCOCC1.C(O[Pd]OC(=O)C)(=O)C. The product is [Cl:27][C:5]1[C:6]([NH:8][CH:9]2[CH2:10][CH2:11][C:12]3([CH2:13][CH2:14][N:15]([C:18]([O:20][C:21]([CH3:23])([CH3:22])[CH3:24])=[O:19])[CH2:16][CH2:17]3)[CH2:25][CH2:26]2)=[N:7][C:2]([NH:37][C:34]2[CH:33]=[C:32]([CH:29]3[CH2:31][CH2:30]3)[NH:36][N:35]=2)=[N:3][CH:4]=1. The yield is 0.595. (2) The reactants are [N+:1]([C:4]1[CH:5]=[N:6][CH:7]=[CH:8][C:9]=1[N:10]1[CH2:15]CCCC1)([O-])=O. The catalyst is P(OCC)(OCC)OCC. The product is [N:10]1[C:9]23[CH2:8][CH2:7][NH:6][CH2:5][CH:4]2[NH:1][CH:8]=[CH:9][C:4]3=[N:1][CH:15]=1. The yield is 0.530. (3) The reactants are [Cl:1][C:2]1[C:3]([N:9]2[C:13]([C:14]([O:16]C)=[O:15])=[CH:12][C:11]([CH3:18])=[N:10]2)=[N:4][CH:5]=[C:6]([Cl:8])[CH:7]=1.O1CCCC1.[OH-].[Na+]. The catalyst is O. The product is [Cl:1][C:2]1[C:3]([N:9]2[C:13]([C:14]([OH:16])=[O:15])=[CH:12][C:11]([CH3:18])=[N:10]2)=[N:4][CH:5]=[C:6]([Cl:8])[CH:7]=1. The yield is 0.960. (4) The reactants are Br[C:2]1[CH:7]=[CH:6][N:5]=[C:4]2[N:8]([CH3:13])[CH:9]=[C:10]([CH:11]=[O:12])[C:3]=12.C1(C)C=CC=CC=1P(C1C=CC=CC=1C)C1C=CC=CC=1C.C(N(CC)CC)C.[CH2:43]=[CH:44][C:45]1[CH:50]=[CH:49][CH:48]=[CH:47][CH:46]=1. The catalyst is CN(C=O)C.C([O-])(=O)C.[Pd+2].C([O-])(=O)C. The yield is 0.510. The product is [CH3:13][N:8]1[C:4]2=[N:5][CH:6]=[CH:7][C:2]([CH:43]=[CH:44][C:45]3[CH:50]=[CH:49][CH:48]=[CH:47][CH:46]=3)=[C:3]2[C:10]([CH:11]=[O:12])=[CH:9]1. (5) The reactants are CN(C)[CH:3]=[O:4].P(Cl)(Cl)(Cl)=O.[CH2:11]([O:13][C:14]([N:16]1[CH:25]=[CH:24][C:23]2[C:18](=[CH:19][C:20]([O:31][CH3:32])=[C:21]([O:26][CH2:27][CH2:28][CH2:29][CH3:30])[CH:22]=2)[CH:17]1[CH2:33][C:34]1[CH:39]=[CH:38][CH:37]=[C:36]([O:40][CH3:41])[CH:35]=1)=[O:15])[CH3:12].C([O-])(=O)C.[K+]. The catalyst is ClCCl.O. The product is [CH2:11]([O:13][C:14]([N:16]1[CH:25]=[C:24]([CH:3]=[O:4])[C:23]2[C:18](=[CH:19][C:20]([O:31][CH3:32])=[C:21]([O:26][CH2:27][CH2:28][CH2:29][CH3:30])[CH:22]=2)[CH:17]1[CH2:33][C:34]1[CH:39]=[CH:38][CH:37]=[C:36]([O:40][CH3:41])[CH:35]=1)=[O:15])[CH3:12]. The yield is 0.990.